From a dataset of Catalyst prediction with 721,799 reactions and 888 catalyst types from USPTO. Predict which catalyst facilitates the given reaction. (1) Reactant: [C:1]1([CH3:13])[CH:6]=[C:5]([CH3:7])[CH:4]=[C:3]([CH3:8])[C:2]=1[CH2:9][C:10]([OH:12])=O.C(Cl)(=O)C(Cl)=O.C([O-])([O-])=O.[Cs+].[Cs+].OC(C(F)(F)F)=O.[NH:33]1[CH2:37][CH2:36][C:35]([C:38]2[CH:43]=[CH:42][C:41]([NH:44][S:45]([CH3:48])(=[O:47])=[O:46])=[CH:40][CH:39]=2)=[N:34]1. Product: [CH3:8][C:3]1[CH:4]=[C:5]([CH3:7])[CH:6]=[C:1]([CH3:13])[C:2]=1[CH2:9][C:10]([N:33]1[CH2:37][CH2:36][C:35]([C:38]2[CH:39]=[CH:40][C:41]([NH:44][S:45]([CH3:48])(=[O:47])=[O:46])=[CH:42][CH:43]=2)=[N:34]1)=[O:12]. The catalyst class is: 827. (2) Reactant: C([O:3][C:4](=[O:43])[C:5]([O:35][C:36]1[CH:41]=[CH:40][CH:39]=[CH:38][C:37]=1[F:42])([CH3:34])[CH2:6][C:7]1[CH:12]=[CH:11][C:10]([O:13][CH2:14][CH2:15][CH:16]2[CH2:20][N:19]([CH2:21][C:22]3[CH:27]=[CH:26][C:25]([C:28]([F:31])([F:30])[F:29])=[CH:24][CH:23]=3)[C:18](=[O:32])[N:17]2[CH3:33])=[CH:9][CH:8]=1)C.[OH-].[Na+]. Product: [F:42][C:37]1[CH:38]=[CH:39][CH:40]=[CH:41][C:36]=1[O:35][C:5]([CH3:34])([CH2:6][C:7]1[CH:8]=[CH:9][C:10]([O:13][CH2:14][CH2:15][CH:16]2[CH2:20][N:19]([CH2:21][C:22]3[CH:27]=[CH:26][C:25]([C:28]([F:30])([F:31])[F:29])=[CH:24][CH:23]=3)[C:18](=[O:32])[N:17]2[CH3:33])=[CH:11][CH:12]=1)[C:4]([OH:43])=[O:3]. The catalyst class is: 8. (3) Reactant: [NH:1]1[C:9]2[C:4](=[CH:5][C:6]([S:10]([N:13]3[CH2:18][CH2:17][N:16]([C:19]([O:21][C:22]([CH3:25])([CH3:24])[CH3:23])=[O:20])[CH2:15][CH2:14]3)(=[O:12])=[O:11])=[CH:7][CH:8]=2)[CH2:3][CH2:2]1.[C:26](O[C:26]([O:28][C:29]([CH3:32])([CH3:31])[CH3:30])=[O:27])([O:28][C:29]([CH3:32])([CH3:31])[CH3:30])=[O:27].CC1C=CN=C(N)C=1C. Product: [C:22]([O:21][C:19]([N:16]1[CH2:15][CH2:14][N:13]([S:10]([C:6]2[CH:5]=[C:4]3[C:9](=[CH:8][CH:7]=2)[N:1]([C:26]([O:28][C:29]([CH3:32])([CH3:31])[CH3:30])=[O:27])[CH:2]=[CH:3]3)(=[O:12])=[O:11])[CH2:18][CH2:17]1)=[O:20])([CH3:25])([CH3:24])[CH3:23]. The catalyst class is: 485. (4) Reactant: [F:1][C:2]1[C:7]([OH:8])=[CH:6][CH:5]=[C:4]([F:9])[C:3]=1[NH:10][C:11](=O)[C:12]1[C:17]([F:18])=[CH:16][CH:15]=[C:14]([C:19]2[CH:24]=[CH:23][CH:22]=[C:21]([F:25])[CH:20]=2)[C:13]=1[CH3:26]. Product: [F:1][C:2]1[C:3]([NH:10][CH2:11][C:12]2[C:17]([F:18])=[CH:16][CH:15]=[C:14]([C:19]3[CH:24]=[CH:23][CH:22]=[C:21]([F:25])[CH:20]=3)[C:13]=2[CH3:26])=[C:4]([F:9])[CH:5]=[CH:6][C:7]=1[OH:8]. The catalyst class is: 1. (5) The catalyst class is: 4. Product: [CH3:26][NH:22][C:14](=[O:16])[CH2:13][CH2:12][NH:11][C:9](=[O:10])[O:8][CH2:1][C:2]1[CH:7]=[CH:6][CH:5]=[CH:4][CH:3]=1. Reactant: [CH2:1]([O:8][C:9]([NH:11][CH2:12][CH2:13][C:14]([OH:16])=O)=[O:10])[C:2]1[CH:7]=[CH:6][CH:5]=[CH:4][CH:3]=1.Cl.CN.O.O[N:22]1[C:26]2C=CC=CC=2N=N1.Cl.CN(C)CCCN=C=NCC.CN1CCOCC1. (6) Reactant: [S:1]([O-:5])(=[O:4])(=[O:3])[CH3:2].[CH3:6][C:7]1[O:11][C:10]([C:12]2[CH:17]=[CH:16][CH:15]=[CH:14][CH:13]=2)=[N:9][C:8]=1[CH2:18][CH2:19][NH3+:20].B(O)(O)[C@H]1N(C([C@@H](N)C(C)C)=O)CCC1.CS(O)(=O)=O.Cl[CH2:42][C:43]([N:45]1[CH2:49][CH2:48][CH2:47][C@H:46]1[C:50]#[N:51])=[O:44].CS(O)(=O)=O. Product: [S:1]([OH:5])(=[O:4])(=[O:3])[CH3:2].[CH3:6][C:7]1[O:11][C:10]([C:12]2[CH:17]=[CH:16][CH:15]=[CH:14][CH:13]=2)=[N:9][C:8]=1[CH2:18][CH2:19][NH:20][CH2:42][C:43]([N:45]1[CH2:49][CH2:48][CH2:47][C@H:46]1[C:50]#[N:51])=[O:44]. The catalyst class is: 3. (7) Reactant: [CH:1]1([NH:7][C:8]2[N:9]([C:17]3[CH:22]=[CH:21][CH:20]=[CH:19][CH:18]=3)[N:10]=[C:11]3[C:16]=2[CH:15]=[CH:14][CH:13]=[CH:12]3)[CH2:6][CH2:5][CH2:4][CH2:3][CH2:2]1.[CH3:23][O:24][C:25](=[O:38])[CH2:26][O:27][C:28]1[CH:33]=[CH:32][C:31]([N:34]=[C:35]=[O:36])=[C:30]([F:37])[CH:29]=1.CCN(CC)CC. Product: [CH3:23][O:24][C:25](=[O:38])[CH2:26][O:27][C:28]1[CH:33]=[CH:32][C:31]([NH:34][C:35]([N:7]([CH:1]2[CH2:6][CH2:5][CH2:4][CH2:3][CH2:2]2)[C:8]2[N:9]([C:17]3[CH:18]=[CH:19][CH:20]=[CH:21][CH:22]=3)[N:10]=[C:11]3[C:16]=2[CH:15]=[CH:14][CH:13]=[CH:12]3)=[O:36])=[C:30]([F:37])[CH:29]=1. The catalyst class is: 26. (8) Reactant: [H-].[Na+].[NH2:3][C:4]1[CH:5]=[CH:6][CH:7]=[C:8]2[C:13]=1[C:12](=[O:14])[N:11]([CH3:15])[CH2:10][CH2:9]2.Cl[C:17]1[CH:22]=[C:21]([Cl:23])[N:20]=[CH:19][C:18]=1[C:24]#[N:25]. Product: [Cl:23][C:21]1[N:20]=[CH:19][C:18]([C:24]#[N:25])=[C:17]([NH:3][C:4]2[CH:5]=[CH:6][CH:7]=[C:8]3[C:13]=2[C:12](=[O:14])[N:11]([CH3:15])[CH2:10][CH2:9]3)[CH:22]=1. The catalyst class is: 49. (9) Reactant: CC(C)=[O:3].OS(O)(=O)=O.O=[Cr](=O)=O.[Br:14][CH2:15][CH2:16][CH2:17][CH2:18][CH2:19][CH2:20][CH2:21][CH2:22][CH2:23][OH:24]. Product: [Br:14][CH2:15][CH2:16][CH2:17][CH2:18][CH2:19][CH2:20][CH2:21][CH2:22][C:23]([OH:3])=[O:24]. The catalyst class is: 21.